Dataset: Forward reaction prediction with 1.9M reactions from USPTO patents (1976-2016). Task: Predict the product of the given reaction. (1) Given the reactants [C:1]([NH:9][C:10]1[C:11]2[N:12]=[CH:13][N:14]([C:33]=2[N:34]=[CH:35][N:36]=1)[C@@H:15]1[O:32][C@H:22]([CH2:23][O:24][Si](C(C)(C)C)(C)C)[C@@H:17]([O:18][CH2:19]SC)[CH2:16]1)(=[O:8])[C:2]1[CH:7]=[CH:6][CH:5]=[CH:4][CH:3]=1.C1CCCCC=1.[N-:43]=[N+:44]=[N-:45].[Na+].[NH4+].[F-], predict the reaction product. The product is: [C:1]([NH:9][C:10]1[C:11]2[N:12]=[CH:13][N:14]([C:33]=2[N:34]=[CH:35][N:36]=1)[C@@H:15]1[O:32][C@H:22]([CH2:23][OH:24])[C@@H:17]([O:18][CH2:19][N:43]=[N+:44]=[N-:45])[CH2:16]1)(=[O:8])[C:2]1[CH:7]=[CH:6][CH:5]=[CH:4][CH:3]=1. (2) Given the reactants [CH3:1][C@@H:2]([CH2:12][CH2:13]CC1C=CC=CC=1)[C:3](=[O:11])[CH2:4][P:5](=[O:10])([O:8][CH3:9])[O:6][CH3:7].CO[C:23](=O)[CH2:24][C:25]1[CH:49]=[CH:48][C:28](CN[C@H](CCC(OC(C)(C)C)=O)C(OC(C)(C)C)=O)=[CH:27][CH:26]=1.BrCCCCC1C=CC=CC=1, predict the reaction product. The product is: [CH3:1][C@@H:2]([CH2:12][CH2:13][CH2:23][CH2:24][C:25]1[CH:26]=[CH:27][CH:28]=[CH:48][CH:49]=1)[C:3](=[O:11])[CH2:4][P:5](=[O:10])([O:6][CH3:7])[O:8][CH3:9]. (3) Given the reactants [ClH:1].CS(C1S[C:8]([N:11]2[CH2:15][CH2:14][C:13]3([CH2:20][CH2:19][NH:18][CH2:17][CH2:16]3)[CH2:12]2)=[N:9]N=1)(=O)=O.BrC1[CH:27]=[N:26][C:25]([S:28]([CH2:31][CH3:32])(=[O:30])=[O:29])=[CH:24]N=1.C1C2(CCN(C(OC(C)(C)C)=O)CC2)CCN1, predict the reaction product. The product is: [ClH:1].[CH2:31]([S:28]([C:25]1[N:26]=[CH:27][C:8]([N:11]2[CH2:15][CH2:14][C:13]3([CH2:16][CH2:17][NH:18][CH2:19][CH2:20]3)[CH2:12]2)=[N:9][CH:24]=1)(=[O:30])=[O:29])[CH3:32]. (4) The product is: [Cl:22][C:23]1[CH:31]=[CH:30][CH:29]=[CH:28][C:24]=1[C:25]([O:11][C@H:10]1[CH2:9][CH2:8][C@H:7]2[C@H:6]3[C@H:5]([CH2:4][CH2:3][C@:2]12[CH3:1])[C@:20]1([CH3:21])[C:14](=[CH:15][C:16](=[O:17])[CH2:18][CH2:19]1)[CH2:13][CH2:12]3)=[O:26]. Given the reactants [CH3:1][C@@:2]12[C@@H:10]([OH:11])[CH2:9][CH2:8][C@H:7]1[C@@H:6]1[CH2:12][CH2:13][C:14]3[C@@:20]([CH3:21])([C@H:5]1[CH2:4][CH2:3]2)[CH2:19][CH2:18][C:16](=[O:17])[CH:15]=3.[Cl:22][C:23]1[CH:31]=[CH:30][CH:29]=[CH:28][C:24]=1[C:25](Cl)=[O:26].C(N(CC)CC)C, predict the reaction product. (5) Given the reactants [Cl:1][C:2]1[CH:3]=[C:4]([C@H:9]2[C:18]3[C:13](=[CH:14][CH:15]=[CH:16][CH:17]=3)[CH2:12][C@@H:11]([CH:19]([NH:21]C(=O)OC(C)(C)C)[CH3:20])[CH2:10]2)[CH:5]=[CH:6][C:7]=1[Cl:8].C(O)(C(F)(F)F)=O, predict the reaction product. The product is: [Cl:1][C:2]1[CH:3]=[C:4]([C@H:9]2[C:18]3[C:13](=[CH:14][CH:15]=[CH:16][CH:17]=3)[CH2:12][C@@H:11]([C@@H:19]([NH2:21])[CH3:20])[CH2:10]2)[CH:5]=[CH:6][C:7]=1[Cl:8]. (6) Given the reactants I[C:2]1[CH:7]=[C:6]([N+:8]([O-:10])=[O:9])[CH:5]=[CH:4][C:3]=1[NH:11][C:12](=[O:18])[O:13][C:14]([CH3:17])([CH3:16])[CH3:15].O1CCCC1.[C:24]([C:26]1[CH:27]=[C:28]([NH:32][C:33](=[O:39])[O:34][C:35]([CH3:38])([CH3:37])[CH3:36])[CH:29]=[N:30][CH:31]=1)#[CH:25], predict the reaction product. The product is: [C:14]([O:13][C:12]([NH:11][C:3]1[CH:4]=[CH:5][C:6]([N+:8]([O-:10])=[O:9])=[CH:7][C:2]=1[C:25]#[C:24][C:26]1[CH:27]=[C:28]([NH:32][C:33](=[O:39])[O:34][C:35]([CH3:37])([CH3:36])[CH3:38])[CH:29]=[N:30][CH:31]=1)=[O:18])([CH3:17])([CH3:16])[CH3:15].